From a dataset of Full USPTO retrosynthesis dataset with 1.9M reactions from patents (1976-2016). Predict the reactants needed to synthesize the given product. (1) Given the product [CH2:51]([O:50][C:48]([NH:27][S:24]([C:16]1[S:17][C:18]([CH2:20][CH:21]([CH3:22])[CH3:23])=[CH:19][C:15]=1[C:11]1[CH:12]=[CH:13][CH:14]=[C:9]([CH2:8][N:4]2[CH:5]=[CH:6][N:7]=[C:3]2[CH2:1][CH3:2])[CH:10]=1)(=[O:26])=[O:25])=[O:49])[CH2:52][CH2:53][CH3:54], predict the reactants needed to synthesize it. The reactants are: [CH2:1]([C:3]1[N:4]([CH2:8][C:9]2[CH:10]=[C:11]([C:15]3[CH:19]=[C:18]([CH2:20][CH:21]([CH3:23])[CH3:22])[S:17][C:16]=3[S:24]([NH:27]C(C)(C)C)(=[O:26])=[O:25])[CH:12]=[CH:13][CH:14]=2)[CH:5]=[CH:6][N:7]=1)[CH3:2].B(Cl)(Cl)Cl.N1(C2C=CC=CN=2)CCCC1.Cl[C:48]([O:50][CH2:51][CH2:52][CH2:53][CH3:54])=[O:49].C(O)(=O)CC(CC(O)=O)(C(O)=O)O. (2) Given the product [CH3:10][C:3]1[C:2]([N:11]2[CH2:15][CH2:14][CH2:13][CH2:12]2)=[CH:7][CH:6]=[C:5]([CH3:8])[C:4]=1[NH2:9], predict the reactants needed to synthesize it. The reactants are: Br[C:2]1[C:3]([CH3:10])=[C:4]([NH2:9])[C:5]([CH3:8])=[CH:6][CH:7]=1.[NH:11]1[CH2:15][CH2:14][CH2:13][CH2:12]1.CC(C)([O-])C.[Na+]. (3) Given the product [S:26]1[C:30]2[CH:31]=[CH:32][CH:33]=[CH:34][C:29]=2[N:28]=[C:27]1[NH:35][C:36]([N:1]1[C:9]2[C:4](=[CH:5][CH:6]=[C:7]([C:10]3[S:11][CH:12]=[C:13]([C:15]([O:17][CH2:18][CH3:19])=[O:16])[N:14]=3)[CH:8]=2)[CH2:3][CH2:2]1)=[O:37], predict the reactants needed to synthesize it. The reactants are: [NH:1]1[C:9]2[C:4](=[CH:5][CH:6]=[C:7]([C:10]3[S:11][CH:12]=[C:13]([C:15]([O:17][CH2:18][CH3:19])=[O:16])[N:14]=3)[CH:8]=2)[CH2:3][CH2:2]1.C([O-])([O-])=O.[K+].[K+].[S:26]1[C:30]2[CH:31]=[CH:32][CH:33]=[CH:34][C:29]=2[N:28]=[C:27]1[NH:35][C:36](=O)[O:37]C1C=CC([N+]([O-])=O)=CC=1. (4) Given the product [Cl:1][C:2]1[CH:3]=[CH:4][C:5]2[N:9]=[C:8]([CH:10]([NH:19][C:20](=[O:35])[C:21]3[CH:26]=[CH:25][C:24]([C:27]([N:29]4[CH2:33][CH2:32][CH2:31][CH2:30]4)=[O:28])=[C:23]([CH3:34])[CH:22]=3)[CH2:11][C:12]3[CH:17]=[CH:16][C:15]([OH:18])=[CH:14][CH:13]=3)[N:7]([CH2:36][C:37]([OH:39])=[O:38])[C:6]=2[CH:41]=1, predict the reactants needed to synthesize it. The reactants are: [Cl:1][C:2]1[CH:3]=[CH:4][C:5]2[N:9]=[C:8]([CH:10]([NH:19][C:20](=[O:35])[C:21]3[CH:26]=[CH:25][C:24]([C:27]([N:29]4[CH2:33][CH2:32][CH2:31][CH2:30]4)=[O:28])=[C:23]([CH3:34])[CH:22]=3)[CH2:11][C:12]3[CH:17]=[CH:16][C:15]([OH:18])=[CH:14][CH:13]=3)[N:7]([CH2:36][C:37]([O:39]C)=[O:38])[C:6]=2[CH:41]=1.[OH-].[Na+].ClCCl.C(O)C.N.ClCl.